This data is from Forward reaction prediction with 1.9M reactions from USPTO patents (1976-2016). The task is: Predict the product of the given reaction. (1) Given the reactants [Br:1]N1C(=O)CCC1=O.[S:9]1[CH:13]=[CH:12][N:11]=[C:10]1[C:14]1([C:20]#[N:21])[CH2:19][CH2:18][CH2:17][CH2:16][CH2:15]1.[O-]S([O-])(=S)=O.[Na+].[Na+], predict the reaction product. The product is: [Br:1][C:13]1[S:9][C:10]([C:14]2([C:20]#[N:21])[CH2:19][CH2:18][CH2:17][CH2:16][CH2:15]2)=[N:11][CH:12]=1. (2) Given the reactants Br[CH:2]([CH2:19][CH3:20])[C:3]([NH:5][C:6]1[S:7][C:8]([CH2:11][C:12]2[CH:17]=[CH:16][CH:15]=[CH:14][C:13]=2[Cl:18])=[CH:9][N:10]=1)=[O:4].[CH2:21]([NH:23][CH2:24][CH3:25])[CH3:22], predict the reaction product. The product is: [Cl:18][C:13]1[CH:14]=[CH:15][CH:16]=[CH:17][C:12]=1[CH2:11][C:8]1[S:7][C:6]([NH:5][C:3](=[O:4])[CH:2]([N:23]([CH2:24][CH3:25])[CH2:21][CH3:22])[CH2:19][CH3:20])=[N:10][CH:9]=1. (3) Given the reactants [CH3:1][O:2][C:3]([C:5]1[CH:6]=[CH:7][C:8]2[C:12]([CH:13]=1)=[N:11][N:10]([N+]([O-])=O)[CH:9]=2)=[O:4].[N:17]1([CH2:22][CH2:23][NH2:24])[CH2:21][CH2:20][CH2:19][CH2:18]1, predict the reaction product. The product is: [CH3:1][O:2][C:3]([C:5]1[CH:13]=[C:12]2[C:8]([C:9]([NH:24][CH2:23][CH2:22][N:17]3[CH2:21][CH2:20][CH2:19][CH2:18]3)=[N:10][NH:11]2)=[CH:7][CH:6]=1)=[O:4].